Regression. Given a peptide amino acid sequence and an MHC pseudo amino acid sequence, predict their binding affinity value. This is MHC class I binding data. From a dataset of Peptide-MHC class I binding affinity with 185,985 pairs from IEDB/IMGT. The peptide sequence is RFRCVGPAP. The MHC is HLA-A02:03 with pseudo-sequence HLA-A02:03. The binding affinity (normalized) is 0.0847.